Dataset: Full USPTO retrosynthesis dataset with 1.9M reactions from patents (1976-2016). Task: Predict the reactants needed to synthesize the given product. (1) Given the product [F:2][C:3]1[CH:8]=[CH:7][C:6]([NH:9][C:10]2[C:15]([NH:16][N:17]=[C:24]3[C:26]4[C:31](=[CH:30][CH:29]=[CH:28][CH:27]=4)[NH:21][C:22]3=[O:23])=[N:14][C:13]3[C:12](=[N:20][O:19][N:18]=3)[N:11]=2)=[CH:5][CH:4]=1, predict the reactants needed to synthesize it. The reactants are: Cl.[F:2][C:3]1[CH:8]=[CH:7][C:6]([NH:9][C:10]2[C:15]([NH:16][NH2:17])=[N:14][C:13]3=[N:18][O:19][N:20]=[C:12]3[N:11]=2)=[CH:5][CH:4]=1.[NH:21]1[C:31]2[C:26](=[CH:27][CH:28]=[CH:29][CH:30]=2)[C:24](=O)[C:22]1=[O:23]. (2) Given the product [Cl:22][C:1]1[CH:2]=[CH:3][C:4]([N:6]([C:15]([O:17][C:18]([CH3:21])([CH3:20])[CH3:19])=[O:16])[NH:7][C:8]([O:10][C:11]([CH3:12])([CH3:13])[CH3:14])=[O:9])=[CH:29][C:28]=1[OH:27], predict the reactants needed to synthesize it. The reactants are: [CH2:1]([Li])[CH2:2][CH2:3][CH3:4].[N:6]([C:15]([O:17][C:18]([CH3:21])([CH3:20])[CH3:19])=[O:16])=[N:7][C:8]([O:10][C:11]([CH3:14])([CH3:13])[CH3:12])=[O:9].[Cl-:22].[NH4+].C([O:27][CH2:28][CH3:29])(=O)C. (3) Given the product [Br:1][C:2]1[CH:3]=[N:4][C:5]([C:8]2[N:9]([CH3:48])[C:10]3[C:15]([C:16]=2[CH:17]2[CH2:18][CH2:19][CH2:20][CH2:21]2)=[CH:14][CH:13]=[C:12]([C:22]([NH:24][C:25]2([C:29]4[N:33]([CH3:34])[C:32]5[CH:35]=[C:36](/[CH:39]=[CH:40]/[C:41]([OH:43])=[O:42])[CH:37]=[CH:38][C:31]=5[N:30]=4)[CH2:26][CH2:27][CH2:28]2)=[O:23])[CH:11]=3)=[N:6][CH:7]=1, predict the reactants needed to synthesize it. The reactants are: [Br:1][C:2]1[CH:3]=[N:4][C:5]([C:8]2[N:9]([CH3:48])[C:10]3[C:15]([C:16]=2[CH:17]2[CH2:21][CH2:20][CH2:19][CH2:18]2)=[CH:14][CH:13]=[C:12]([C:22]([NH:24][C:25]2([C:29]4[N:33]([CH3:34])[C:32]5[CH:35]=[C:36](/[CH:39]=[CH:40]/[C:41]([O:43]CCCC)=[O:42])[CH:37]=[CH:38][C:31]=5[N:30]=4)[CH2:28][CH2:27][CH2:26]2)=[O:23])[CH:11]=3)=[N:6][CH:7]=1.C1COCC1.CO.[OH-].[Na+]. (4) Given the product [Cl:33][C:30]1[N:31]=[CH:32][C:27]([C:2]#[C:1][C:3]2[CH:4]=[N:5][N:6]3[C:11]([C:12]([F:14])([F:13])[F:15])=[CH:10][C:9]([C:16]4[CH:21]=[CH:20][C:19]([C:22]([F:25])([F:24])[F:23])=[CH:18][CH:17]=4)=[N:8][C:7]=23)=[CH:28][N:29]=1, predict the reactants needed to synthesize it. The reactants are: [C:1]([C:3]1[CH:4]=[N:5][N:6]2[C:11]([C:12]([F:15])([F:14])[F:13])=[CH:10][C:9]([C:16]3[CH:21]=[CH:20][C:19]([C:22]([F:25])([F:24])[F:23])=[CH:18][CH:17]=3)=[N:8][C:7]=12)#[CH:2].Br[C:27]1[CH:28]=[N:29][C:30]([Cl:33])=[N:31][CH:32]=1. (5) Given the product [CH3:1][C:2]1[S:6][CH:5]=[N:4][C:3]=1[C:7]([NH:9][NH2:10])=[O:8], predict the reactants needed to synthesize it. The reactants are: [CH3:1][C:2]1[S:6][CH:5]=[N:4][C:3]=1[C:7]([NH:9][NH:10]C(OC(C)(C)C)=O)=[O:8].Cl. (6) Given the product [C:12]1([C:22]2[CH:23]=[CH:24][CH:25]=[CH:26][CH:27]=2)[CH:13]=[CH:14][C:15]([C:18]2[N:11]=[C:9]([NH:8][C:6]3[CH:5]=[CH:4][CH:3]=[C:2]([CH3:1])[N:7]=3)[S:10][CH:19]=2)=[CH:16][CH:17]=1, predict the reactants needed to synthesize it. The reactants are: [CH3:1][C:2]1[N:7]=[C:6]([NH:8][C:9]([NH2:11])=[S:10])[CH:5]=[CH:4][CH:3]=1.[C:12]1([C:22]2[CH:27]=[CH:26][CH:25]=[CH:24][CH:23]=2)[CH:17]=[CH:16][C:15]([C:18](=O)[CH2:19]Br)=[CH:14][CH:13]=1. (7) Given the product [Br:10][C:9]1[C:4]([NH2:1])=[C:5]2[C:13]([C:14]3[CH:19]=[CH:18][CH:17]=[CH:16][C:15]=3[O:20][CH3:21])=[CH:12][N:11]([CH2:22][O:23][CH2:24][CH2:25][Si:26]([CH3:29])([CH3:28])[CH3:27])[C:6]2=[N:7][CH:8]=1, predict the reactants needed to synthesize it. The reactants are: [N:1]([C:4]1[C:9]([Br:10])=[CH:8][N:7]=[C:6]2[N:11]([CH2:22][O:23][CH2:24][CH2:25][Si:26]([CH3:29])([CH3:28])[CH3:27])[CH:12]=[C:13]([C:14]3[CH:19]=[CH:18][CH:17]=[CH:16][C:15]=3[O:20][CH3:21])[C:5]=12)=[N+]=[N-].C1(P(C2C=CC=CC=2)C2C=CC=CC=2)C=CC=CC=1.O.